From a dataset of Forward reaction prediction with 1.9M reactions from USPTO patents (1976-2016). Predict the product of the given reaction. (1) Given the reactants [NH2:1][C:2]1[CH:7]=[C:6]([O:8][CH3:9])[CH:5]=[CH:4][C:3]=1[CH:10]1[CH2:19][CH2:18][C:17]2[CH:16]=[C:15]([O:20][C:21](=[O:26])[C:22]([CH3:25])([CH3:24])[CH3:23])[CH:14]=[CH:13][C:12]=2[CH2:11]1.[C:27]([O:30][CH2:31][CH2:32]Br)(=[O:29])[CH3:28].C([O-])(=O)C.[Na+].C(=O)(O)[O-].[Na+], predict the reaction product. The product is: [CH2:31]([O:30][C:27]([CH2:28][NH:1][C:2]1[CH:7]=[C:6]([O:8][CH3:9])[CH:5]=[CH:4][C:3]=1[CH:10]1[CH2:19][CH2:18][C:17]2[CH:16]=[C:15]([O:20][C:21](=[O:26])[C:22]([CH3:23])([CH3:25])[CH3:24])[CH:14]=[CH:13][C:12]=2[CH2:11]1)=[O:29])[CH3:32]. (2) The product is: [CH2:1]([N:8]([CH2:16][C@@H:17]1[CH2:22][CH2:21][C@H:20]([CH2:23][CH2:24][C:25]([OH:27])=[O:26])[CH2:19][CH2:18]1)[CH2:9][C:10]1[CH:11]=[CH:12][CH:13]=[CH:14][CH:15]=1)[C:2]1[CH:3]=[CH:4][CH:5]=[CH:6][CH:7]=1. Given the reactants [CH2:1]([N:8]([CH2:16][C@@H:17]1[CH2:22][CH2:21][C@H:20]([CH2:23][CH:24](C(OCC)=O)[C:25]([O:27]CC)=[O:26])[CH2:19][CH2:18]1)[CH2:9][C:10]1[CH:15]=[CH:14][CH:13]=[CH:12][CH:11]=1)[C:2]1[CH:7]=[CH:6][CH:5]=[CH:4][CH:3]=1.Cl, predict the reaction product. (3) Given the reactants [Cl:1][C:2]1[CH:3]=[CH:4][C:5]([CH3:11])=[C:6]([N:8]=[C:9]=[S:10])[CH:7]=1.[NH2:12][C:13]1[S:14][C:15]2[CH:21]=[CH:20][CH:19]=[CH:18][C:16]=2[N:17]=1, predict the reaction product. The product is: [S:14]1[C:15]2[CH:21]=[CH:20][CH:19]=[CH:18][C:16]=2[N:17]=[C:13]1[NH:12][C:9]([NH:8][C:6]1[CH:7]=[C:2]([Cl:1])[CH:3]=[CH:4][C:5]=1[CH3:11])=[S:10]. (4) Given the reactants C([O:8][C:9](=[O:39])[CH2:10][O:11][C:12]1[C:20]2[CH:21]=[CH:22][CH:23]=[CH:24][C:19]=2[CH:18]=[C:17]2[C:13]=1[C:14]([C:34](=[O:38])[C:35]([NH2:37])=[O:36])=[C:15]([CH2:32][CH3:33])[N:16]2[CH2:25][C:26]1[CH:31]=[CH:30][CH:29]=[CH:28][CH:27]=1)C1C=CC=CC=1.C1CC=CCC=1, predict the reaction product. The product is: [NH2:37][C:35](=[O:36])[C:34]([C:14]1[C:13]2[C:17](=[CH:18][C:19]3[CH:24]=[CH:23][CH:22]=[CH:21][C:20]=3[C:12]=2[O:11][CH2:10][C:9]([OH:39])=[O:8])[N:16]([CH2:25][C:26]2[CH:31]=[CH:30][CH:29]=[CH:28][CH:27]=2)[C:15]=1[CH2:32][CH3:33])=[O:38]. (5) Given the reactants [Cl:1][C:2]1[CH:7]=[C:6]([Cl:8])[CH:5]=[CH:4][C:3]=1[CH:9]([C:13]1[C:21]2[C:16](=[C:17]([CH2:23][S:24][CH3:25])[CH:18]=[C:19]([F:22])[CH:20]=2)[NH:15][CH:14]=1)[CH2:10][CH2:11][OH:12].ClC1C=CC=C(C(OO)=[O:34])C=1, predict the reaction product. The product is: [Cl:1][C:2]1[CH:7]=[C:6]([Cl:8])[CH:5]=[CH:4][C:3]=1[CH:9]([C:13]1[C:21]2[C:16](=[C:17]([CH2:23][S:24]([CH3:25])=[O:34])[CH:18]=[C:19]([F:22])[CH:20]=2)[NH:15][CH:14]=1)[CH2:10][CH2:11][OH:12].